Predict the product of the given reaction. From a dataset of Forward reaction prediction with 1.9M reactions from USPTO patents (1976-2016). (1) Given the reactants [Cl:1][C:2]1[CH:3]=[CH:4][C:5]([OH:18])=[C:6]2[C:11]=1[NH:10][C:9](=[O:12])[NH:8][C:7]12[CH2:17][CH2:16][CH2:15][CH2:14][CH2:13]1.[Cl:19][C:20]1[C:21](F)=[C:22]([CH:25]=[CH:26][CH:27]=1)[C:23]#[N:24], predict the reaction product. The product is: [Cl:19][C:20]1[C:21]([O:18][C:5]2[CH:4]=[CH:3][C:2]([Cl:1])=[C:11]3[C:6]=2[C:7]2([CH2:17][CH2:16][CH2:15][CH2:14][CH2:13]2)[NH:8][C:9](=[O:12])[NH:10]3)=[C:22]([CH:25]=[CH:26][CH:27]=1)[C:23]#[N:24]. (2) Given the reactants C[O:2][C:3]([C:5]1[CH:6]=[C:7]([CH3:32])[C:8]2[O:14][C:13]3[C:15]([Cl:28])=[CH:16][C:17]([N:19]4[CH2:24][CH2:23][N:22]([C:25](=O)[CH3:26])[CH2:21][CH2:20]4)=[CH:18][C:12]=3[CH2:11][S:10](=[O:30])(=[O:29])[C:9]=2[CH:31]=1)=O, predict the reaction product. The product is: [Cl:28][C:15]1[C:13]2[O:14][C:8]3[C:7]([CH3:32])=[CH:6][C:5]([CH2:3][OH:2])=[CH:31][C:9]=3[S:10](=[O:29])(=[O:30])[CH2:11][C:12]=2[CH:18]=[C:17]([N:19]2[CH2:20][CH2:21][N:22]([CH2:25][CH3:26])[CH2:23][CH2:24]2)[CH:16]=1.